This data is from Full USPTO retrosynthesis dataset with 1.9M reactions from patents (1976-2016). The task is: Predict the reactants needed to synthesize the given product. (1) Given the product [CH3:31][O:30][C:27]1[CH:26]=[CH:25][C:24]([C:23]2[C:16]3[C:15]([O:14][CH:12]([CH3:13])[CH:11]([CH3:38])[O:10][CH2:9][CH2:8][C:7]([OH:39])=[O:6])=[N:20][CH:19]=[N:18][C:17]=3[O:21][C:22]=2[C:32]2[CH:37]=[CH:36][CH:35]=[CH:34][CH:33]=2)=[CH:29][CH:28]=1, predict the reactants needed to synthesize it. The reactants are: Cl.C([O:6][C:7](=[O:39])[CH2:8][CH2:9][O:10][CH:11]([CH3:38])[CH:12]([O:14][C:15]1[C:16]2[C:23]([C:24]3[CH:29]=[CH:28][C:27]([O:30][CH3:31])=[CH:26][CH:25]=3)=[C:22]([C:32]3[CH:37]=[CH:36][CH:35]=[CH:34][CH:33]=3)[O:21][C:17]=2[N:18]=[CH:19][N:20]=1)[CH3:13])(C)(C)C. (2) Given the product [Br:2][C:3]1[CH:4]=[C:5]([C:12]([O:14][CH3:15])=[O:13])[C:6]2[CH:7]=[N:8][NH:9][C:10]=2[CH:11]=1, predict the reactants needed to synthesize it. The reactants are: Cl.[Br:2][C:3]1[CH:4]=[C:5]([C:12]([OH:14])=[O:13])[C:6]2[CH:7]=[N:8][NH:9][C:10]=2[CH:11]=1.[CH3:15]O. (3) Given the product [ClH:57].[CH3:37][O:38][C:39](=[O:58])[C@H:40]([NH:24][C:25]([O:27][CH2:28][C:29]1[CH:34]=[CH:33][CH:32]=[CH:31][CH:30]=1)=[O:26])[CH2:46][C:47]1[C:48]([CH2:56][Cl:57])=[C:49]2[C:53](=[CH:54][CH:55]=1)[NH:52][N:51]=[CH:50]2, predict the reactants needed to synthesize it. The reactants are: Cl.COC(=O)[C@H]([NH:24][C:25]([O:27][CH2:28][C:29]1[CH:34]=[CH:33][CH:32]=[CH:31][CH:30]=1)=[O:26])CC1C=CC(NC(OC(C)(C)C)=O)=C(C)C=1CO.Cl.[CH3:37][O:38][C:39](=[O:58])[C@@H:40]([CH2:46][C:47]1[C:48]([CH2:56][Cl:57])=[C:49]2[C:53](=[CH:54][CH:55]=1)[NH:52][N:51]=[CH:50]2)CC(OC)=O. (4) Given the product [F:39][C:40]1[C:48]([C:49]([F:52])([F:50])[F:51])=[N:47][CH:46]=[CH:45][C:41]=1[C:42]([N:4]1[CH2:9][CH2:8][CH:7]([N:10]2[CH2:11][C:12]([CH2:36][C:37]#[N:38])([N:14]3[CH:18]=[C:17]([C:19]4[C:20]5[CH:27]=[CH:26][N:25]([CH2:28][O:29][CH2:30][CH2:31][Si:32]([CH3:34])([CH3:33])[CH3:35])[C:21]=5[N:22]=[CH:23][N:24]=4)[CH:16]=[N:15]3)[CH2:13]2)[CH2:6][CH2:5]1)=[O:43], predict the reactants needed to synthesize it. The reactants are: Cl.Cl.Cl.[NH:4]1[CH2:9][CH2:8][CH:7]([N:10]2[CH2:13][C:12]([CH2:36][C:37]#[N:38])([N:14]3[CH:18]=[C:17]([C:19]4[C:20]5[CH:27]=[CH:26][N:25]([CH2:28][O:29][CH2:30][CH2:31][Si:32]([CH3:35])([CH3:34])[CH3:33])[C:21]=5[N:22]=[CH:23][N:24]=4)[CH:16]=[N:15]3)[CH2:11]2)[CH2:6][CH2:5]1.[F:39][C:40]1[C:48]([C:49]([F:52])([F:51])[F:50])=[N:47][CH:46]=[CH:45][C:41]=1[C:42](O)=[O:43].F[P-](F)(F)(F)(F)F.N1(O[P+](N(C)C)(N(C)C)N(C)C)C2C=CC=CC=2N=N1.C(N(CC)CC)C.C([O-])(O)=O.[Na+]. (5) Given the product [CH:1]1([C:4]2[N:8]([CH2:9][C:10]3[C:11]([F:20])=[CH:12][C:13]([O:17][CH2:18][CH3:19])=[CH:14][C:15]=3[F:16])[N:7]=[C:6]([C:21]3[N:26]=[C:25]([NH:27][C:28]4[C:29]([C:34]([OH:36])=[O:35])=[CH:30][N:31]=[CH:32][CH:33]=4)[C:24]([O:39][CH3:40])=[CH:23][N:22]=3)[C:5]=2[CH3:41])[CH2:3][CH2:2]1, predict the reactants needed to synthesize it. The reactants are: [CH:1]1([C:4]2[N:8]([CH2:9][C:10]3[C:15]([F:16])=[CH:14][C:13]([O:17][CH2:18][CH3:19])=[CH:12][C:11]=3[F:20])[N:7]=[C:6]([C:21]3[N:26]=[C:25]([NH:27][C:28]4[CH:33]=[CH:32][N:31]=[CH:30][C:29]=4[C:34]([O:36]CC)=[O:35])[C:24]([O:39][CH3:40])=[CH:23][N:22]=3)[C:5]=2[CH3:41])[CH2:3][CH2:2]1.[OH-].[Na+].C(O)(=O)CC(CC(O)=O)(C(O)=O)O. (6) Given the product [C:31]([O:29][CH2:28][C:2]([F:1])([F:30])[CH2:3][N:4]1[C:8]([C:9]2[CH:10]=[CH:11][C:12]([F:15])=[CH:13][CH:14]=2)=[C:7]([C:16]2[CH:17]=[CH:18][C:19]3[O:24][CH2:23][C:22](=[O:25])[NH:21][C:20]=3[CH:26]=2)[C:6]([CH3:27])=[N:5]1)(=[O:33])[CH3:32], predict the reactants needed to synthesize it. The reactants are: [F:1][C:2]([F:30])([CH2:28][OH:29])[CH2:3][N:4]1[C:8]([C:9]2[CH:14]=[CH:13][C:12]([F:15])=[CH:11][CH:10]=2)=[C:7]([C:16]2[CH:17]=[CH:18][C:19]3[O:24][CH2:23][C:22](=[O:25])[NH:21][C:20]=3[CH:26]=2)[C:6]([CH3:27])=[N:5]1.[C:31](OC(=O)C)(=[O:33])[CH3:32]. (7) Given the product [O:1]=[C:2]1[C:7]([CH2:8][C:9]2[CH:10]=[CH:11][C:12]([C:15]3[CH:20]=[CH:19][CH:18]=[CH:17][C:16]=3[C:21]3[NH:25][C:24](=[O:26])[O:23][N:22]=3)=[CH:13][CH:14]=2)=[C:6]([CH2:27][CH2:28][CH3:29])[N:5]2[N:30]=[CH:31][N:32]=[C:4]2[N:3]1[CH2:33][C:34]([OH:36])=[O:35], predict the reactants needed to synthesize it. The reactants are: [O:1]=[C:2]1[C:7]([CH2:8][C:9]2[CH:14]=[CH:13][C:12]([C:15]3[CH:20]=[CH:19][CH:18]=[CH:17][C:16]=3[C:21]3[NH:25][C:24](=[O:26])[O:23][N:22]=3)=[CH:11][CH:10]=2)=[C:6]([CH2:27][CH2:28][CH3:29])[N:5]2[N:30]=[CH:31][N:32]=[C:4]2[N:3]1[CH2:33][C:34]([O:36]C(C)(C)C)=[O:35].FC(F)(F)C(O)=O. (8) Given the product [NH:26]([C:13]1[N:14]([C:20]2[CH:25]=[CH:24][CH:23]=[CH:22][CH:21]=2)[C:15]2[C:10]([C:11](=[O:33])[CH:12]=1)=[C:9]([S:8][CH2:7][C:6]([OH:34])=[O:5])[N:18]=[C:17]([CH3:19])[CH:16]=2)[C:27]1[CH:32]=[CH:31][CH:30]=[CH:29][CH:28]=1, predict the reactants needed to synthesize it. The reactants are: [OH-].[Na+].C([O:5][C:6](=[O:34])[CH2:7][S:8][C:9]1[N:18]=[C:17]([CH3:19])[CH:16]=[C:15]2[C:10]=1[C:11](=[O:33])[CH:12]=[C:13]([NH:26][C:27]1[CH:32]=[CH:31][CH:30]=[CH:29][CH:28]=1)[N:14]2[C:20]1[CH:25]=[CH:24][CH:23]=[CH:22][CH:21]=1)C. (9) The reactants are: FC1C=C(C=C(C2C=CN=CC=2)C=1)CCC1C=CC(N2CCN(S(C(F)(F)F)(=O)=O)CC2)=CC=1.[CH2:35]([S:37]([N:40]1[CH2:45][CH2:44][N:43]([C:46]2[CH:51]=[CH:50][C:49](/[CH:52]=[CH:53]/[C:54]3[CH:59]=[C:58]([C:60]4[CH:65]=[CH:64][N:63]=[CH:62][CH:61]=4)[CH:57]=[C:56]([F:66])[CH:55]=3)=[CH:48][CH:47]=2)[CH2:42][CH2:41]1)(=[O:39])=[O:38])[CH3:36]. Given the product [CH2:35]([S:37]([N:40]1[CH2:41][CH2:42][N:43]([C:46]2[CH:47]=[CH:48][C:49]([CH2:52][CH2:53][C:54]3[CH:59]=[C:58]([C:60]4[CH:61]=[CH:62][N:63]=[CH:64][CH:65]=4)[CH:57]=[C:56]([F:66])[CH:55]=3)=[CH:50][CH:51]=2)[CH2:44][CH2:45]1)(=[O:39])=[O:38])[CH3:36], predict the reactants needed to synthesize it. (10) The reactants are: Br[C:2]1[CH:7]=[CH:6][C:5]([O:8][CH:9]([F:11])[F:10])=[C:4]([CH3:12])[CH:3]=1.[C:13]([Si:15]([CH3:18])([CH3:17])[CH3:16])#[CH:14].C(N(CC)CC)C.N#N. Given the product [F:10][CH:9]([F:11])[O:8][C:5]1[CH:6]=[CH:7][C:2]([C:14]#[C:13][Si:15]([CH3:18])([CH3:17])[CH3:16])=[CH:3][C:4]=1[CH3:12], predict the reactants needed to synthesize it.